From a dataset of Full USPTO retrosynthesis dataset with 1.9M reactions from patents (1976-2016). Predict the reactants needed to synthesize the given product. (1) Given the product [ClH:57].[ClH:57].[CH:51]1([O:3][CH2:4][CH2:5][N:6]2[C:10]3[CH:11]=[CH:12][CH:13]=[CH:14][C:9]=3[N:8]=[C:7]2[C:15]([N:17]([CH2:39][CH:40]([CH3:41])[CH3:42])[C@H:18]2[CH2:23][C@@H:22]([C:24]([N:26]3[CH2:27][CH2:28][O:29][CH2:30][CH2:31]3)=[O:25])[CH2:21][NH:20][CH2:19]2)=[O:16])[CH2:52][CH2:53]1, predict the reactants needed to synthesize it. The reactants are: C([O:3][CH2:4][CH2:5][N:6]1[C:10]2[CH:11]=[CH:12][CH:13]=[CH:14][C:9]=2[N:8]=[C:7]1[C:15]([N:17]([CH2:39][CH:40]([CH3:42])[CH3:41])[C@H:18]1[CH2:23][C@@H:22]([C:24]([N:26]2[CH2:31][CH2:30][O:29][CH2:28][CH2:27]2)=[O:25])[CH2:21][N:20](C(OC(C)(C)C)=O)[CH2:19]1)=[O:16])=C.C([Zn]CC)C.CCC[CH2:51][CH2:52][CH3:53].ICI.[Cl:57]CCl. (2) The reactants are: [NH2:1][C:2]1[CH:3]=[C:4]([C:8]2[N:13]3[N:14]=[CH:15][C:16]([C:17]([C:19]4[S:20][CH:21]=[CH:22][CH:23]=4)=[O:18])=[C:12]3[N:11]=[CH:10][CH:9]=2)[CH:5]=[CH:6][CH:7]=1.[N:24]1[CH:29]=[CH:28][C:27]([CH2:30][CH2:31][C:32](O)=[O:33])=[CH:26][CH:25]=1. Given the product [N:24]1[CH:29]=[CH:28][C:27]([CH2:30][CH2:31][C:32]([NH:1][C:2]2[CH:7]=[CH:6][CH:5]=[C:4]([C:8]3[N:13]4[N:14]=[CH:15][C:16]([C:17]([C:19]5[S:20][CH:21]=[CH:22][CH:23]=5)=[O:18])=[C:12]4[N:11]=[CH:10][CH:9]=3)[CH:3]=2)=[O:33])=[CH:26][CH:25]=1, predict the reactants needed to synthesize it. (3) The reactants are: [F:1][C:2]1[CH:7]=[C:6]([F:8])[CH:5]=[CH:4][C:3]=1[CH:9]=[N:10][C:11]([O:13][Si](C)(C)C)=[CH2:12].C(OC([N:25]1[C:33]2[C:28](=[CH:29][CH:30]=[C:31]([Cl:34])[CH:32]=2)/[C:27](=[CH:35]/[C:36]2[CH:41]=[CH:40][CH:39]=[C:38]([Cl:42])[CH:37]=2)/[C:26]1=[O:43])=O)(C)(C)C.CO. Given the product [Cl:34][C:31]1[CH:32]=[C:33]2[NH:25][C:26](=[O:43])[C:27]3([CH:35]([C:36]4[CH:41]=[CH:40][CH:39]=[C:38]([Cl:42])[CH:37]=4)[CH2:13][C:11](=[O:12])[NH:10][CH:9]3[C:3]3[CH:4]=[CH:5][C:6]([F:8])=[CH:7][C:2]=3[F:1])[C:28]2=[CH:29][CH:30]=1, predict the reactants needed to synthesize it.